This data is from Catalyst prediction with 721,799 reactions and 888 catalyst types from USPTO. The task is: Predict which catalyst facilitates the given reaction. Reactant: Br[C:2]1[CH:11]=[CH:10][C:5]([C:6]([O:8][CH3:9])=[O:7])=[CH:4][C:3]=1[CH2:12][O:13][CH3:14].[C:15]1([CH3:24])[CH:20]=[CH:19][CH:18]=[CH:17][C:16]=1B(O)O.C([O-])([O-])=O.[K+].[K+]. Product: [CH3:14][O:13][CH2:12][C:3]1[CH:4]=[C:5]([C:6]([O:8][CH3:9])=[O:7])[CH:10]=[CH:11][C:2]=1[C:16]1[CH:17]=[CH:18][CH:19]=[CH:20][C:15]=1[CH3:24]. The catalyst class is: 109.